This data is from Catalyst prediction with 721,799 reactions and 888 catalyst types from USPTO. The task is: Predict which catalyst facilitates the given reaction. (1) Reactant: [CH3:1][O:2][C:3]1[CH:8]=[CH:7][C:6]([C:9]2[N:14]3[N:15]=[C:16](N)[N:17]=[C:13]3[CH:12]=[CH:11][CH:10]=2)=[CH:5][CH:4]=1.C1(C)C=CC(S(O)(=O)=O)=CC=1.[I-:30].[K+].N([O-])=O.[Na+]. Product: [I:30][C:16]1[N:17]=[C:13]2[CH:12]=[CH:11][CH:10]=[C:9]([C:6]3[CH:7]=[CH:8][C:3]([O:2][CH3:1])=[CH:4][CH:5]=3)[N:14]2[N:15]=1. The catalyst class is: 744. (2) Reactant: FC(F)(F)C(O)=O.[C:8]([N:15]1[CH2:20][CH2:19][CH2:18][CH:17]([CH2:21][N:22]([C:27]2[CH:32]=[CH:31][CH:30]=[CH:29][CH:28]=2)[C:23](=[O:26])[CH2:24][CH3:25])[CH2:16]1)(OC(C)(C)C)=O.[C:33]1([CH2:39]C=O)[CH:38]=[CH:37][CH:36]=[CH:35][CH:34]=1.[BH-](OC(C)=O)(OC(C)=O)OC(C)=O.[Na+]. Product: [CH2:8]([N:15]1[CH2:20][CH2:19][CH2:18][CH:17]([CH2:21][N:22]([C:27]2[CH:28]=[CH:29][CH:30]=[CH:31][CH:32]=2)[C:23](=[O:26])[CH2:24][CH3:25])[CH2:16]1)[CH2:39][C:33]1[CH:38]=[CH:37][CH:36]=[CH:35][CH:34]=1. The catalyst class is: 2. (3) Reactant: [I:1][C:2]1[CH:10]=[CH:9][C:8]2[NH:7][C:6]3[CH2:11][CH2:12][N:13]([CH3:15])[CH2:14][C:5]=3[C:4]=2[CH:3]=1.[OH-].[K+].[CH3:18][C:19]1[CH:24]=[CH:23][C:22]([CH:25]=[CH2:26])=[CH:21][N:20]=1. Product: [I:1][C:2]1[CH:10]=[CH:9][C:8]2[N:7]([CH2:26][CH2:25][C:22]3[CH:21]=[N:20][C:19]([CH3:18])=[CH:24][CH:23]=3)[C:6]3[CH2:11][CH2:12][N:13]([CH3:15])[CH2:14][C:5]=3[C:4]=2[CH:3]=1. The catalyst class is: 264. (4) Reactant: Cl[C:2](=[O:27])[C:3]([NH:5][C:6]1[C:10]2[CH:11]=[N:12][C:13]3[CH:14]=[C:15]([O:21][CH3:22])[C:16]([O:19][CH3:20])=[CH:17][C:18]=3[C:9]=2[S:8][C:7]=1[C:23]([O:25][CH3:26])=[O:24])=[O:4].[CH3:28][N:29]1[CH2:34][CH2:33][NH:32][CH2:31][CH2:30]1.CCN(CC)CC. Product: [CH3:22][O:21][C:15]1[C:16]([O:19][CH3:20])=[CH:17][C:18]2[C:9]3[S:8][C:7]([C:23]([O:25][CH3:26])=[O:24])=[C:6]([NH:5][C:3](=[O:4])[C:2]([N:32]4[CH2:33][CH2:34][N:29]([CH3:28])[CH2:30][CH2:31]4)=[O:27])[C:10]=3[CH:11]=[N:12][C:13]=2[CH:14]=1. The catalyst class is: 2. (5) Reactant: [CH:1]([C@H:3]1[CH2:7][O:6][C:5]([CH3:9])([CH3:8])[N:4]1[C:10]([O:12][C:13]([CH3:16])([CH3:15])[CH3:14])=[O:11])=O.P(=O)([O-])O[C:19](=[N+]=[N-])C(=O)C(C)C.C(=O)([O-])[O-].[K+].[K+]. Product: [C:1]([C@H:3]1[CH2:7][O:6][C:5]([CH3:9])([CH3:8])[N:4]1[C:10]([O:12][C:13]([CH3:16])([CH3:15])[CH3:14])=[O:11])#[CH:19]. The catalyst class is: 5. (6) The catalyst class is: 11. Reactant: [F:1][C:2]1[C:3]([CH:8]=O)=[N:4][CH:5]=[CH:6][CH:7]=1.[CH3:10][O:11][C:12]1[CH:17]=[CH:16][C:15]([NH2:18])=[CH:14][CH:13]=1.S([O-])([O-])(=O)=O.[Na+].[Na+]. Product: [F:1][C:2]1[C:3](/[CH:8]=[N:18]/[C:15]2[CH:16]=[CH:17][C:12]([O:11][CH3:10])=[CH:13][CH:14]=2)=[N:4][CH:5]=[CH:6][CH:7]=1. (7) Reactant: [NH2:1][C:2](=O)[CH2:3][C@H:4]1[C@H:10]([C:11]2[CH:16]=[CH:15][C:14]([Cl:17])=[C:13]([Cl:18])[CH:12]=2)[O:9][CH2:8][CH2:7][N:6]([C:19]([O:21][C:22]([CH3:25])([CH3:24])[CH3:23])=[O:20])[CH2:5]1.COC1C=CC(P2(SP(C3C=CC(OC)=CC=3)(=S)S2)=[S:36])=CC=1.C(=O)([O-])O.[Na+]. Product: [NH2:1][C:2](=[S:36])[CH2:3][C@H:4]1[C@H:10]([C:11]2[CH:16]=[CH:15][C:14]([Cl:17])=[C:13]([Cl:18])[CH:12]=2)[O:9][CH2:8][CH2:7][N:6]([C:19]([O:21][C:22]([CH3:25])([CH3:24])[CH3:23])=[O:20])[CH2:5]1. The catalyst class is: 1.